Dataset: Catalyst prediction with 721,799 reactions and 888 catalyst types from USPTO. Task: Predict which catalyst facilitates the given reaction. (1) Reactant: Br[C:2]1[CH:7]=[C:6]([C:8]([F:11])([F:10])[F:9])[CH:5]=[C:4]([F:12])[CH:3]=1.[Li]CCCC.[F:18][C:19]1[CH:26]=[CH:25][C:22]([C:23]#[N:24])=[CH:21][C:20]=1[C:27]([F:30])([F:29])[F:28].C[Si](Cl)(C)C.[CH2:36]([Mg]Cl)[C:37]1[CH:42]=[CH:41][CH:40]=[CH:39][CH:38]=1.C1COCC1. Product: [F:18][C:19]1[CH:26]=[CH:25][C:22]([C:23]([C:2]2[CH:7]=[C:6]([C:8]([F:11])([F:10])[F:9])[CH:5]=[C:4]([F:12])[CH:3]=2)([NH2:24])[CH2:36][C:37]2[CH:42]=[CH:41][CH:40]=[CH:39][CH:38]=2)=[CH:21][C:20]=1[C:27]([F:28])([F:29])[F:30]. The catalyst class is: 28. (2) Reactant: [C:1]([C:3]1[CH:4]=[C:5]2[C:9](=[CH:10][CH:11]=1)[NH:8][C:7](=[O:12])[CH2:6]2)#[N:2].Cl.[NH2:14][OH:15].C(=O)(O)[O-].[Na+]. Product: [OH:15][N:14]=[C:1]([C:3]1[CH:4]=[C:5]2[C:9](=[CH:10][CH:11]=1)[NH:8][C:7](=[O:12])[CH2:6]2)[NH2:2]. The catalyst class is: 5. (3) Reactant: [H-].[Na+].[CH3:3][O:4][C:5]1[CH:10]=[C:9]([C:11]2[N:12]([CH3:18])[C:13]([NH:16][CH3:17])=[N:14][N:15]=2)[CH:8]=[CH:7][N:6]=1.CS(O[CH2:24][C:25]1[N:29]=[C:28]([C:30]2[CH:35]=[CH:34][CH:33]=[C:32]([C:36]#[N:37])[CH:31]=2)[O:27][N:26]=1)(=O)=O. Product: [CH3:3][O:4][C:5]1[CH:10]=[C:9]([C:11]2[N:12]([CH3:18])[C:13]([N:16]([CH2:24][C:25]3[N:29]=[C:28]([C:30]4[CH:31]=[C:32]([CH:33]=[CH:34][CH:35]=4)[C:36]#[N:37])[O:27][N:26]=3)[CH3:17])=[N:14][N:15]=2)[CH:8]=[CH:7][N:6]=1. The catalyst class is: 3. (4) Reactant: [CH2:1]([O:8][C:9]1[C:24]([CH3:25])=[N:23][CH:22]=[CH:21][C:10]=1[C:11](OCC1C=CC=CC=1)=[O:12])[C:2]1[CH:7]=[CH:6][CH:5]=[CH:4][CH:3]=1.[H-].C([Al+]CC(C)C)C(C)C.O.O.O.O.O.O.O.O.O.O.[O-]S([O-])(=O)=O.[Na+].[Na+]. Product: [CH2:1]([O:8][C:9]1[C:24]([CH3:25])=[N:23][CH:22]=[CH:21][C:10]=1[CH2:11][OH:12])[C:2]1[CH:3]=[CH:4][CH:5]=[CH:6][CH:7]=1. The catalyst class is: 188. (5) Reactant: C(OC([N:8]1[CH2:13][CH2:12][CH:11]([C@H:14]([N:16]2[C:24]3[C:19](=[CH:20][CH:21]=[CH:22][CH:23]=3)[C:18]([C:25]([O:27][CH3:28])=[O:26])=[C:17]2[CH3:29])[CH3:15])[CH2:10][CH2:9]1)=O)(C)(C)C.CO.Cl. Product: [CH3:29][C:17]1[N:16]([C@@H:14]([CH:11]2[CH2:10][CH2:9][NH:8][CH2:13][CH2:12]2)[CH3:15])[C:24]2[C:19]([C:18]=1[C:25]([O:27][CH3:28])=[O:26])=[CH:20][CH:21]=[CH:22][CH:23]=2. The catalyst class is: 12. (6) Reactant: [NH2:1][CH2:2][C:3]1[C:4]([NH:12][C:13]2[C:18]([F:19])=[CH:17][CH:16]=[CH:15][C:14]=2[F:20])=[N:5][C:6]([S:10][CH3:11])=[N:7][C:8]=1[Cl:9].[C:21](C1NC=CN=1)(C1NC=CN=1)=[O:22]. Product: [Cl:9][C:8]1[N:7]=[C:6]([S:10][CH3:11])[N:5]=[C:4]2[N:12]([C:13]3[C:14]([F:20])=[CH:15][CH:16]=[CH:17][C:18]=3[F:19])[C:21](=[O:22])[NH:1][CH2:2][C:3]=12. The catalyst class is: 2. (7) Reactant: [NH:1]([C:194]([CH3:196])=[O:195])[C@H:2]([C:27]([NH:29][C@H:30]([C:35]([NH:37][C@H:38]([C:47]([NH:49][C@H:50]([C:55]([NH:57][C@H:58]([C:83]([NH:85][C@H:86]([C:91]([NH:93][C@H:94]([C:99]([NH:101][C@H:102]([C:107]([NH:109][C@H:110]([C:135]([NH:137][C@H:138]([C:143]([NH:145][C@H:146]([C:155]([NH:157][C@H:158]([C:163]([NH:165][C@H:166]([C:191]([NH2:193])=[O:192])[CH2:167][CH2:168][CH2:169][NH:170][C:171](=[NH:190])[NH:172]S(C1C(C)=C2C(OC(C2)(C)C)=C(C)C=1C)(=O)=O)=[O:164])[CH2:159][CH:160]([CH3:162])[CH3:161])=[O:156])[CH2:147][C:148](=[O:154])[O:149]C(C)(C)C)=[O:144])[CH2:139][CH:140]([CH3:142])[CH3:141])=[O:136])[CH2:111][CH2:112][CH2:113][NH:114][C:115](=[NH:134])[NH:116]S(C1C(C)=C2C(OC(C2)(C)C)=C(C)C=1C)(=O)=O)=[O:108])[CH2:103][CH:104]([CH3:106])[CH3:105])=[O:100])[CH2:95][CH:96]([CH3:98])[CH3:97])=[O:92])[CH2:87][CH:88]([CH3:90])[CH3:89])=[O:84])[CH2:59][CH2:60][CH2:61][NH:62][C:63](=[NH:82])[NH:64]S(C1C(C)=C2C(OC(C2)(C)C)=C(C)C=1C)(=O)=O)=[O:56])[CH2:51][CH:52]([CH3:54])[CH3:53])=[O:48])[CH2:39][C:40](=[O:46])[O:41]C(C)(C)C)=[O:36])[CH2:31][CH:32]([CH3:34])[CH3:33])=[O:28])[CH2:3][CH2:4][CH2:5][NH:6][C:7](=[NH:26])[NH:8]S(C1C(C)=C2C(OC(C2)(C)C)=C(C)C=1C)(=O)=O.C(O)(C(F)(F)F)=O.O. Product: [NH:1]([C:194]([CH3:196])=[O:195])[C@H:2]([C:27]([NH:29][C@H:30]([C:35]([NH:37][C@H:38]([C:47]([NH:49][C@H:50]([C:55]([NH:57][C@H:58]([C:83]([NH:85][C@H:86]([C:91]([NH:93][C@H:94]([C:99]([NH:101][C@H:102]([C:107]([NH:109][C@H:110]([C:135]([NH:137][C@H:138]([C:143]([NH:145][C@H:146]([C:155]([NH:157][C@H:158]([C:163]([NH:165][C@H:166]([C:191]([NH2:193])=[O:192])[CH2:167][CH2:168][CH2:169][NH:170][C:171](=[NH:172])[NH2:190])=[O:164])[CH2:159][CH:160]([CH3:161])[CH3:162])=[O:156])[CH2:147][C:148](=[O:149])[OH:154])=[O:144])[CH2:139][CH:140]([CH3:142])[CH3:141])=[O:136])[CH2:111][CH2:112][CH2:113][NH:114][C:115](=[NH:116])[NH2:134])=[O:108])[CH2:103][CH:104]([CH3:105])[CH3:106])=[O:100])[CH2:95][CH:96]([CH3:97])[CH3:98])=[O:92])[CH2:87][CH:88]([CH3:89])[CH3:90])=[O:84])[CH2:59][CH2:60][CH2:61][NH:62][C:63](=[NH:64])[NH2:82])=[O:56])[CH2:51][CH:52]([CH3:54])[CH3:53])=[O:48])[CH2:39][C:40](=[O:41])[OH:46])=[O:36])[CH2:31][CH:32]([CH3:33])[CH3:34])=[O:28])[CH2:3][CH2:4][CH2:5][NH:6][C:7](=[NH:8])[NH2:26]. The catalyst class is: 237. (8) Reactant: [Cl:1][C:2]1[CH:3]=[C:4]([C:23]2[CH:28]=[CH:27][C:26]([C:29]([N:31]3[CH2:36][CH2:35][CH:34]([C:37]([F:40])([F:39])[F:38])[CH2:33][CH2:32]3)=[O:30])=[CH:25][CH:24]=2)[CH:5]=[C:6]([Cl:22])[C:7]=1[CH2:8][C@@H:9]1[CH2:13][CH2:12][N:11]([C@H:14]2[CH2:19][CH2:18][C@H:17]([OH:20])[CH2:16][CH2:15]2)[C:10]1=[O:21].C(N(CC)CC)C.[CH3:48][S:49](O[S:49]([CH3:48])(=[O:51])=[O:50])(=[O:51])=[O:50]. Product: [Cl:22][C:6]1[CH:5]=[C:4]([C:23]2[CH:28]=[CH:27][C:26]([C:29]([N:31]3[CH2:36][CH2:35][CH:34]([C:37]([F:38])([F:40])[F:39])[CH2:33][CH2:32]3)=[O:30])=[CH:25][CH:24]=2)[CH:3]=[C:2]([Cl:1])[C:7]=1[CH2:8][C@@H:9]1[CH2:13][CH2:12][N:11]([C@H:14]2[CH2:19][CH2:18][C@H:17]([O:20][S:49]([CH3:48])(=[O:51])=[O:50])[CH2:16][CH2:15]2)[C:10]1=[O:21]. The catalyst class is: 4. (9) Reactant: [Cl:1][C:2]1[N:11]=[C:10]2[C:5]([CH2:6][CH2:7][C:8](=[O:19])[N:9]2[C:12]2[CH:17]=[CH:16][CH:15]=[CH:14][C:13]=2[Cl:18])=[C:4]([C:20]2[CH:25]=[CH:24][CH:23]=[CH:22][C:21]=2[Cl:26])[CH:3]=1.C1C(=O)N(Br)C(=O)C1.C1CCN2C(=NCCC2)CC1. Product: [Cl:1][C:2]1[N:11]=[C:10]2[C:5]([CH:6]=[CH:7][C:8](=[O:19])[N:9]2[C:12]2[CH:17]=[CH:16][CH:15]=[CH:14][C:13]=2[Cl:18])=[C:4]([C:20]2[CH:25]=[CH:24][CH:23]=[CH:22][C:21]=2[Cl:26])[CH:3]=1. The catalyst class is: 855. (10) Reactant: [CH2:1]([C:5]1[CH:6]=[C:7]2[C:12](=[C:13]([O:15][CH:16]3[CH2:21][CH2:20][NH:19][CH2:18][CH2:17]3)[CH:14]=1)[N:11]=[CH:10][CH:9]=[CH:8]2)[CH2:2][CH2:3][CH3:4].[I-].[Na+].[C:24](=O)([OH:26])[O-:25].[Na+].[CH3:29][C:30]([S:33]([CH2:36][CH2:37][CH2:38]Br)(=[O:35])=[O:34])([CH3:32])[CH3:31].CC(S(CCCCl)(=O)=O)(C)C. Product: [CH:24]([OH:26])=[O:25].[CH2:1]([C:5]1[CH:6]=[C:7]2[C:12](=[C:13]([O:15][CH:16]3[CH2:17][CH2:18][N:19]([CH2:38][CH2:37][CH2:36][S:33]([C:30]([CH3:32])([CH3:31])[CH3:29])(=[O:35])=[O:34])[CH2:20][CH2:21]3)[CH:14]=1)[N:11]=[CH:10][CH:9]=[CH:8]2)[CH2:2][CH2:3][CH3:4]. The catalyst class is: 121.